Dataset: Full USPTO retrosynthesis dataset with 1.9M reactions from patents (1976-2016). Task: Predict the reactants needed to synthesize the given product. (1) Given the product [CH2:29]([NH:31][C:32]([NH:1][C:2]1[N:3]=[C:4]2[CH:9]=[CH:8][C:7]([O:10][C:11]3[CH:12]=[C:13]([NH:18][C:19]([C:21]4[N:25]([CH3:26])[N:24]=[C:23]([CH3:27])[CH:22]=4)=[O:20])[CH:14]=[C:15]([CH3:17])[CH:16]=3)=[CH:6][N:5]2[CH:28]=1)=[O:33])[CH3:30], predict the reactants needed to synthesize it. The reactants are: [NH2:1][C:2]1[N:3]=[C:4]2[CH:9]=[CH:8][C:7]([O:10][C:11]3[CH:12]=[C:13]([NH:18][C:19]([C:21]4[N:25]([CH3:26])[N:24]=[C:23]([CH3:27])[CH:22]=4)=[O:20])[CH:14]=[C:15]([CH3:17])[CH:16]=3)=[CH:6][N:5]2[CH:28]=1.[CH2:29]([N:31]=[C:32]=[O:33])[CH3:30]. (2) Given the product [ClH:19].[CH:20]1([CH2:23][N:24]2[CH2:29][CH2:28][CH:27]([NH:30][S:16]([C:14]3[S:15][C:11]([C:5]4[CH:4]=[C:3]([CH2:1][CH3:2])[C:8](=[O:9])[NH:7][C:6]=4[CH3:10])=[CH:12][CH:13]=3)(=[O:18])=[O:17])[CH2:26][CH2:25]2)[CH2:21][CH2:22]1, predict the reactants needed to synthesize it. The reactants are: [CH2:1]([C:3]1[C:8](=[O:9])[NH:7][C:6]([CH3:10])=[C:5]([C:11]2[S:15][C:14]([S:16]([Cl:19])(=[O:18])=[O:17])=[CH:13][CH:12]=2)[CH:4]=1)[CH3:2].[CH:20]1([CH2:23][N:24]2[CH2:29][CH2:28][CH:27]([NH2:30])[CH2:26][CH2:25]2)[CH2:22][CH2:21]1. (3) The reactants are: [NH2:1][C:2]1[N:7]=[C:6](Cl)[C:5]([C:9]#[N:10])=[C:4]([C:11]2[CH:16]=[CH:15][CH:14]=[CH:13][CH:12]=2)[N:3]=1.[CH3:17][C@H:18]1[CH2:26][C:25]2[C:20](=[CH:21][C:22](C)=[CH:23][CH:24]=2)[C@@H:19]1[NH2:28].C(=O)([O-])[O-].[K+].[K+]. Given the product [NH2:1][C:2]1[N:3]=[C:4]([C:11]2[CH:16]=[CH:15][CH:14]=[CH:13][CH:12]=2)[C:5]([C:9]#[N:10])=[C:6]([NH:28][C@H:19]2[C:20]3[C:25](=[CH:24][CH:23]=[CH:22][CH:21]=3)[CH2:26][CH2:18][CH2:17]2)[N:7]=1, predict the reactants needed to synthesize it. (4) The reactants are: [Si]([O:8][C@H:9]1[CH2:14][C@H:13]([N:15]2[CH:23]=[N:22][C:21]3[C:16]2=[N:17][C:18]([NH2:25])=[N:19][C:20]=3Cl)[CH:12]=[CH:11][C@@H:10]1[CH2:26][O:27][Si](C(C)(C)C)(C)C)(C(C)(C)C)(C)C.C(O)(C(F)(F)F)=[O:36].O. Given the product [OH:8][C@H:9]1[CH2:14][C@H:13]([N:15]2[CH:23]=[N:22][C:21]3[C:20](=[O:36])[NH:19][C:18]([NH2:25])=[N:17][C:16]2=3)[CH:12]=[CH:11][C@@H:10]1[CH2:26][OH:27], predict the reactants needed to synthesize it.